Dataset: Forward reaction prediction with 1.9M reactions from USPTO patents (1976-2016). Task: Predict the product of the given reaction. (1) Given the reactants [CH3:1][C:2]1[N:7]=[C:6]([NH2:8])[CH:5]=[CH:4][CH:3]=1.N1(CC2C=CC(N[C:22](=[O:30])[O:23][C:24]3[CH:29]=[CH:28][CH:27]=[CH:26][CH:25]=3)=CC=2)C=CC=N1, predict the reaction product. The product is: [C:24]1([O:23][C:22](=[O:30])[NH:8][C:6]2[CH:5]=[CH:4][CH:3]=[C:2]([CH3:1])[N:7]=2)[CH:29]=[CH:28][CH:27]=[CH:26][CH:25]=1. (2) Given the reactants [Cl:1][C:2]1[C:3]([NH2:9])=[N:4][CH:5]=[N:6][C:7]=1Cl.[F:10][C@H:11]1[C@@H:16]([C:17]2[N:18]([CH2:33][CH2:34][NH2:35])[CH:19]=[C:20]([C:22]3[CH:27]=[CH:26][C:25]([F:28])=[C:24]([C:29]([F:32])([F:31])[F:30])[CH:23]=3)[N:21]=2)[CH2:15][CH2:14][NH:13][CH2:12]1.C(N(C(C)C)C(C)C)C, predict the reaction product. The product is: [NH2:35][CH2:34][CH2:33][N:18]1[CH:19]=[C:20]([C:22]2[CH:27]=[CH:26][C:25]([F:28])=[C:24]([C:29]([F:31])([F:30])[F:32])[CH:23]=2)[N:21]=[C:17]1[C@H:16]1[CH2:15][CH2:14][N:13]([NH:9][C:3]2[C:2]([Cl:1])=[CH:7][N:6]=[CH:5][N:4]=2)[CH2:12][C@H:11]1[F:10].